From a dataset of Peptide-MHC class II binding affinity with 134,281 pairs from IEDB. Regression. Given a peptide amino acid sequence and an MHC pseudo amino acid sequence, predict their binding affinity value. This is MHC class II binding data. The peptide sequence is FARIETAFANLYPGE. The MHC is DRB1_0802 with pseudo-sequence DRB1_0802. The binding affinity (normalized) is 0.584.